This data is from Catalyst prediction with 721,799 reactions and 888 catalyst types from USPTO. The task is: Predict which catalyst facilitates the given reaction. (1) Reactant: [Cl:1][C:2]1[N:7]=[C:6]([Cl:8])[C:5]([C:9](Cl)=[O:10])=[CH:4][N:3]=1.C1C[O:15]CC1. Product: [Cl:1][C:2]1[N:7]=[C:6]([Cl:8])[C:5]([C:9]([OH:10])=[O:15])=[CH:4][N:3]=1. The catalyst class is: 6. (2) Reactant: [F:1][C:2]([F:22])([F:21])[C:3]1[CH:4]=[C:5]([C:9]2[CH:20]=[CH:19][C:12]3[N:13]4[CH2:18][C@@H:16]([NH:17][C:11]=3[CH:10]=2)[CH2:15][CH2:14]4)[CH:6]=[CH:7][CH:8]=1.Cl[C:24](Cl)([O:26]C(=O)OC(Cl)(Cl)Cl)Cl.[O:35]1[C:39]([C:40]2[CH:41]=[C:42]([CH:44]=[CH:45][CH:46]=2)[NH2:43])=[CH:38][N:37]=[CH:36]1. Product: [O:35]1[C:39]([C:40]2[CH:41]=[C:42]([NH:43][C:24]([N:17]3[C@@H:16]4[CH2:18][N:13]([CH2:14][CH2:15]4)[C:12]4[CH:19]=[CH:20][C:9]([C:5]5[CH:6]=[CH:7][CH:8]=[C:3]([C:2]([F:1])([F:21])[F:22])[CH:4]=5)=[CH:10][C:11]3=4)=[O:26])[CH:44]=[CH:45][CH:46]=2)=[CH:38][N:37]=[CH:36]1. The catalyst class is: 1. (3) Reactant: [H][H].[CH3:3][O:4][C:5]1[CH:6]=[C:7]([C:14]2[O:18][C:17](=[O:19])[NH:16][N:15]=2)[CH:8]=[CH:9][C:10]=1[N+:11]([O-])=O. Product: [NH2:11][C:10]1[CH:9]=[CH:8][C:7]([C:14]2[O:18][C:17](=[O:19])[NH:16][N:15]=2)=[CH:6][C:5]=1[O:4][CH3:3]. The catalyst class is: 354. (4) Reactant: CC1[N:3]([C:8]2[CH:9]=[C:10]3[C:14](=[CH:15][CH:16]=2)[N:13]([C:17]([O:19][CH2:20][C:21]2[CH:26]=[CH:25][CH:24]=[CH:23][CH:22]=2)=[O:18])[C@H:12]([CH3:27])[CH2:11]3)C(C)=CC=1.C(N(CC)CC)C.Cl.NO. Product: [NH2:3][C:8]1[CH:9]=[C:10]2[C:14](=[CH:15][CH:16]=1)[N:13]([C:17]([O:19][CH2:20][C:21]1[CH:26]=[CH:25][CH:24]=[CH:23][CH:22]=1)=[O:18])[C@H:12]([CH3:27])[CH2:11]2. The catalyst class is: 97. (5) Reactant: [C:1]([O:5][C:6]([N:8]1[CH2:13][CH2:12][N:11]([C:14]([O:16][C:17]([CH3:20])([CH3:19])[CH3:18])=[O:15])[CH2:10][CH:9]1[C:21]([OH:23])=[O:22])=[O:7])([CH3:4])([CH3:3])[CH3:2].[C:24]([O-])([O-])=O.[K+].[K+].CI. Product: [N:8]1([C:6]([O:5][C:1]([CH3:4])([CH3:2])[CH3:3])=[O:7])[CH2:13][CH2:12][N:11]([C:14]([O:16][C:17]([CH3:20])([CH3:19])[CH3:18])=[O:15])[CH2:10][CH:9]1[C:21]([O:23][CH3:24])=[O:22]. The catalyst class is: 3. (6) Reactant: [Cl:1][C:2]1[CH:3]=[C:4]([C:9]2([C:24]([F:27])([F:26])[F:25])[O:13][N:12]=[C:11]([C:14]3[CH:22]=[CH:21][C:17]([C:18]([OH:20])=[O:19])=[C:16]([I:23])[CH:15]=3)[CH2:10]2)[CH:5]=[C:6]([Cl:8])[CH:7]=1.[CH3:28]O. Product: [CH3:28][O:19][C:18](=[O:20])[C:17]1[CH:21]=[CH:22][C:14]([C:11]2[CH2:10][C:9]([C:4]3[CH:5]=[C:6]([Cl:8])[CH:7]=[C:2]([Cl:1])[CH:3]=3)([C:24]([F:26])([F:25])[F:27])[O:13][N:12]=2)=[CH:15][C:16]=1[I:23]. The catalyst class is: 65. (7) Reactant: C(N(CC)CC)C.Cl[C:9](=[O:15])[C:10]([O:12][CH2:13][CH3:14])=[O:11].[Cl:16][C:17]1[CH:23]=[CH:22][C:20]([NH2:21])=[CH:19][CH:18]=1.C(=O)(O)[O-].[Na+]. Product: [Cl:16][C:17]1[CH:23]=[CH:22][C:20]([NH:21][C:9](=[O:15])[C:10]([O:12][CH2:13][CH3:14])=[O:11])=[CH:19][CH:18]=1. The catalyst class is: 2. (8) Reactant: [Si](O[CH2:9][CH2:10][N:11]1[C:15]2[CH:16]=[CH:17][CH:18]=[CH:19][C:14]=2[N:13]=[C:12]1[CH:20]([C:22]1[CH:26]=[C:25]([CH:27]2[O:31]CCO2)[S:24][C:23]=1[CH3:32])[OH:21])(C(C)(C)C)(C)C.C(Cl)Cl.C(O)(C(F)(F)F)=O. The catalyst class is: 6. Product: [CH:20]1([C:22]2[CH:26]=[C:25]([CH:27]=[O:31])[S:24][C:23]=2[CH3:32])[C:12]2=[N:13][C:14]3[CH:19]=[CH:18][CH:17]=[CH:16][C:15]=3[N:11]2[CH2:10][CH2:9][O:21]1. (9) Reactant: [F:1][C:2]1[CH:7]=[CH:6][C:5]([N:8]2[CH:11]([C:12]3[CH:17]=[CH:16][C:15]([OH:18])=[CH:14][CH:13]=3)[CH:10]([CH2:19][CH2:20][CH:21]([C:23]3[CH:28]=[CH:27][C:26]([F:29])=[CH:25][CH:24]=3)[OH:22])[C:9]2=[O:30])=[CH:4][CH:3]=1.C(=O)([O-])[O-].[K+].[K+].[I:37][CH:38](I)[CH2:39][CH2:40][CH2:41][CH2:42][CH2:43][CH2:44][CH2:45][CH2:46][CH3:47]. Product: [F:1][C:2]1[CH:3]=[CH:4][C:5]([N:8]2[CH:11]([C:12]3[CH:13]=[CH:14][C:15]([O:18][CH2:47][CH2:46][CH2:45][CH2:44][CH2:43][CH2:42][CH2:41][CH2:40][CH2:39][CH2:38][I:37])=[CH:16][CH:17]=3)[CH:10]([CH2:19][CH2:20][CH:21]([C:23]3[CH:24]=[CH:25][C:26]([F:29])=[CH:27][CH:28]=3)[OH:22])[C:9]2=[O:30])=[CH:6][CH:7]=1. The catalyst class is: 9. (10) Reactant: [NH:1]1[CH:5]=[CH:4][CH:3]=[C:2]1[C:6]([OH:8])=[O:7].[N+](=[CH2:11])=[N-].C(O)(=O)C. Product: [CH3:11][O:7][C:6]([C:2]1[NH:1][CH:5]=[CH:4][CH:3]=1)=[O:8]. The catalyst class is: 27.